Regression. Given a peptide amino acid sequence and an MHC pseudo amino acid sequence, predict their binding affinity value. This is MHC class I binding data. From a dataset of Peptide-MHC class I binding affinity with 185,985 pairs from IEDB/IMGT. (1) The binding affinity (normalized) is 0. The peptide sequence is QTRSKAGLLV. The MHC is HLA-A02:01 with pseudo-sequence HLA-A02:01. (2) The peptide sequence is AVDADDSHF. The MHC is HLA-A02:19 with pseudo-sequence HLA-A02:19. The binding affinity (normalized) is 0.0847. (3) The peptide sequence is MLAKYDHLV. The MHC is HLA-A02:16 with pseudo-sequence HLA-A02:16. The binding affinity (normalized) is 1.00. (4) The peptide sequence is RTLNLFRYK. The binding affinity (normalized) is 0.789. The MHC is HLA-A03:01 with pseudo-sequence HLA-A03:01. (5) The peptide sequence is QRHPNFPSK. The MHC is HLA-B58:01 with pseudo-sequence HLA-B58:01. The binding affinity (normalized) is 0.0847.